Dataset: Catalyst prediction with 721,799 reactions and 888 catalyst types from USPTO. Task: Predict which catalyst facilitates the given reaction. Reactant: [CH2:1]([O:3][P:4]([C:7]1[CH:12]=[CH:11][C:10]([N:13]2[C:17]([NH2:18])=[CH:16][C:15]([C:19]([CH3:22])([CH3:21])[CH3:20])=[N:14]2)=[CH:9][CH:8]=1)([CH3:6])=[O:5])[CH3:2].C1N=CN([C:28](N2C=NC=C2)=[O:29])C=1.[NH2:35][C:36]1[C:45]2[C:40](=[CH:41][CH:42]=[CH:43][CH:44]=2)[C:39]([O:46][C:47]2[CH:52]=[CH:51][N:50]=[C:49]([NH:53][C:54]3[CH:59]=[CH:58][CH:57]=[CH:56][CH:55]=3)[N:48]=2)=[CH:38][CH:37]=1.CC(O)C. Product: [CH2:1]([O:3][P:4]([C:7]1[CH:12]=[CH:11][C:10]([N:13]2[C:17]([NH:18][C:28]([NH:35][C:36]3[C:45]4[C:40](=[CH:41][CH:42]=[CH:43][CH:44]=4)[C:39]([O:46][C:47]4[CH:52]=[CH:51][N:50]=[C:49]([NH:53][C:54]5[CH:55]=[CH:56][CH:57]=[CH:58][CH:59]=5)[N:48]=4)=[CH:38][CH:37]=3)=[O:29])=[CH:16][C:15]([C:19]([CH3:21])([CH3:20])[CH3:22])=[N:14]2)=[CH:9][CH:8]=1)([CH3:6])=[O:5])[CH3:2]. The catalyst class is: 2.